This data is from Full USPTO retrosynthesis dataset with 1.9M reactions from patents (1976-2016). The task is: Predict the reactants needed to synthesize the given product. (1) The reactants are: [C:1]([C:3]1[CH:22]=[CH:21][C:6]([O:7][CH:8]2[CH2:13][CH2:12][N:11](C(OC(C)(C)C)=O)[CH2:10][CH2:9]2)=[CH:5][CH:4]=1)#[N:2].C1(OC)C=CC=CC=1.FC(F)(F)C(O)=O. Given the product [NH:11]1[CH2:10][CH2:9][CH:8]([O:7][C:6]2[CH:21]=[CH:22][C:3]([C:1]#[N:2])=[CH:4][CH:5]=2)[CH2:13][CH2:12]1, predict the reactants needed to synthesize it. (2) Given the product [CH2:27]([O:26][C:24]1[C:23]([O:29][CH2:30][CH3:31])=[CH:22][C:9]2[C:10]3[N:15]([CH:6]([CH2:5][OH:4])[CH2:7][C:8]=2[CH:25]=1)[CH:14]=[C:13]([C:16]([OH:18])=[O:17])[C:12](=[O:21])[CH:11]=3)[CH3:28], predict the reactants needed to synthesize it. The reactants are: C([O:4][CH2:5][CH:6]1[N:15]2[C:10](=[CH:11][C:12](=[O:21])[C:13]([C:16]([O:18]CC)=[O:17])=[CH:14]2)[C:9]2[CH:22]=[C:23]([O:29][CH2:30][CH3:31])[C:24]([O:26][CH2:27][CH3:28])=[CH:25][C:8]=2[CH2:7]1)(=O)C.O[Li].O.Cl.